From a dataset of Forward reaction prediction with 1.9M reactions from USPTO patents (1976-2016). Predict the product of the given reaction. (1) The product is: [C:16]1([OH:18])[C:13]2[C:12]3[CH:11]=[CH:10][CH:9]=[CH:8][C:7]=3[O:37][C:36]=2[CH:21]=[C:20]([OH:22])[CH:17]=1. Given the reactants ClC1C=CC2N[C:7]3[C:12]([C:13]=2C=1)=[CH:11][C:10](Cl)=[CH:9][CH:8]=3.[C:16](Cl)(=[O:18])[CH3:17].[C:20](N1C2C=CC=CC=2C2C1=CC=CC=2)(=[O:22])[CH3:21].[CH3:36][O-:37].[Na+], predict the reaction product. (2) Given the reactants [Li]CCCC.CCCCCC.[C:12]1([OH:18])[CH:17]=[CH:16][CH:15]=[CH:14][CH:13]=1.CS(O[CH2:24][CH2:25][C@H:26]1[CH2:29][C@@H:28]([CH2:30][N:31]2[CH2:36][CH2:35][O:34][CH2:33][CH2:32]2)[C:27]1([CH3:38])[CH3:37])(=O)=O, predict the reaction product. The product is: [CH3:38][C:27]1([CH3:37])[C@@H:26]([CH2:25][CH2:24][O:18][C:12]2[CH:17]=[CH:16][CH:15]=[CH:14][CH:13]=2)[CH2:29][C@H:28]1[CH2:30][N:31]1[CH2:32][CH2:33][O:34][CH2:35][CH2:36]1.